Dataset: Tyrosyl-DNA phosphodiesterase HTS with 341,365 compounds. Task: Binary Classification. Given a drug SMILES string, predict its activity (active/inactive) in a high-throughput screening assay against a specified biological target. (1) The compound is FC(F)(F)c1cc(Nc2nc3c(c(C(=O)NC4CCCCC4)c2)cccc3)ccc1. The result is 0 (inactive). (2) The drug is O=C(Nc1ccc(OC)nc1)C(NC(=O)c1ccc(OC)cc1)C(C)C. The result is 0 (inactive). (3) The molecule is S(c1[nH]c2c(n1)ccc(c2)C)CC(=O)/C(=C(\N)C)C#N. The result is 0 (inactive).